From a dataset of Peptide-MHC class II binding affinity with 134,281 pairs from IEDB. Regression. Given a peptide amino acid sequence and an MHC pseudo amino acid sequence, predict their binding affinity value. This is MHC class II binding data. (1) The peptide sequence is DMRLLSLAVSSAVPT. The MHC is DRB1_1101 with pseudo-sequence DRB1_1101. The binding affinity (normalized) is 0.936. (2) The peptide sequence is TNDRKWCFEGPEEHE. The MHC is DRB1_0701 with pseudo-sequence DRB1_0701. The binding affinity (normalized) is 0.350. (3) The peptide sequence is EDINVGFKAAVAAAA. The MHC is DRB5_0101 with pseudo-sequence DRB5_0101. The binding affinity (normalized) is 0.547. (4) The peptide sequence is TPEGIIPALFEPERE. The MHC is DRB1_0301 with pseudo-sequence DRB1_0301. The binding affinity (normalized) is 0.211.